From a dataset of NCI-60 drug combinations with 297,098 pairs across 59 cell lines. Regression. Given two drug SMILES strings and cell line genomic features, predict the synergy score measuring deviation from expected non-interaction effect. (1) Drug 1: C(=O)(N)NO. Drug 2: CN(C(=O)NC(C=O)C(C(C(CO)O)O)O)N=O. Cell line: SK-MEL-5. Synergy scores: CSS=-1.59, Synergy_ZIP=1.25, Synergy_Bliss=3.04, Synergy_Loewe=-0.730, Synergy_HSA=-0.434. (2) Drug 1: C1CCN(CC1)CCOC2=CC=C(C=C2)C(=O)C3=C(SC4=C3C=CC(=C4)O)C5=CC=C(C=C5)O. Drug 2: CC(C1=C(C=CC(=C1Cl)F)Cl)OC2=C(N=CC(=C2)C3=CN(N=C3)C4CCNCC4)N. Cell line: HOP-92. Synergy scores: CSS=2.12, Synergy_ZIP=-2.38, Synergy_Bliss=-3.35, Synergy_Loewe=-7.76, Synergy_HSA=-4.69. (3) Drug 1: C1=NC2=C(N1)C(=S)N=CN2. Drug 2: CC1CCC2CC(C(=CC=CC=CC(CC(C(=O)C(C(C(=CC(C(=O)CC(OC(=O)C3CCCCN3C(=O)C(=O)C1(O2)O)C(C)CC4CCC(C(C4)OC)O)C)C)O)OC)C)C)C)OC. Cell line: SF-268. Synergy scores: CSS=0.366, Synergy_ZIP=-0.604, Synergy_Bliss=1.66, Synergy_Loewe=-0.227, Synergy_HSA=0.0798. (4) Drug 1: C1CCC(C1)C(CC#N)N2C=C(C=N2)C3=C4C=CNC4=NC=N3. Drug 2: CCN(CC)CCNC(=O)C1=C(NC(=C1C)C=C2C3=C(C=CC(=C3)F)NC2=O)C. Cell line: A549. Synergy scores: CSS=6.10, Synergy_ZIP=-3.06, Synergy_Bliss=-2.81, Synergy_Loewe=-4.19, Synergy_HSA=-4.42. (5) Drug 1: CC=C1C(=O)NC(C(=O)OC2CC(=O)NC(C(=O)NC(CSSCCC=C2)C(=O)N1)C(C)C)C(C)C. Drug 2: CN(CCCl)CCCl.Cl. Cell line: SF-539. Synergy scores: CSS=66.4, Synergy_ZIP=-3.03, Synergy_Bliss=-1.31, Synergy_Loewe=-1.71, Synergy_HSA=3.80. (6) Drug 1: CC1=C(C=C(C=C1)NC2=NC=CC(=N2)N(C)C3=CC4=NN(C(=C4C=C3)C)C)S(=O)(=O)N.Cl. Drug 2: CCN(CC)CCNC(=O)C1=C(NC(=C1C)C=C2C3=C(C=CC(=C3)F)NC2=O)C. Cell line: NCI-H522. Synergy scores: CSS=1.44, Synergy_ZIP=0.842, Synergy_Bliss=1.68, Synergy_Loewe=-0.797, Synergy_HSA=-0.865. (7) Drug 1: CCN(CC)CCCC(C)NC1=C2C=C(C=CC2=NC3=C1C=CC(=C3)Cl)OC. Drug 2: CC1CCCC2(C(O2)CC(NC(=O)CC(C(C(=O)C(C1O)C)(C)C)O)C(=CC3=CSC(=N3)C)C)C. Cell line: UACC-257. Synergy scores: CSS=29.1, Synergy_ZIP=0.588, Synergy_Bliss=1.78, Synergy_Loewe=-4.08, Synergy_HSA=2.59. (8) Drug 1: CCN(CC)CCNC(=O)C1=C(NC(=C1C)C=C2C3=C(C=CC(=C3)F)NC2=O)C. Drug 2: CC1C(C(CC(O1)OC2CC(CC3=C2C(=C4C(=C3O)C(=O)C5=C(C4=O)C(=CC=C5)OC)O)(C(=O)CO)O)N)O.Cl. Cell line: UO-31. Synergy scores: CSS=23.3, Synergy_ZIP=2.63, Synergy_Bliss=5.11, Synergy_Loewe=-3.77, Synergy_HSA=2.65. (9) Drug 2: C1C(C(OC1N2C=NC3=C2NC=NCC3O)CO)O. Cell line: MDA-MB-231. Synergy scores: CSS=-0.490, Synergy_ZIP=0.591, Synergy_Bliss=1.32, Synergy_Loewe=0.134, Synergy_HSA=-0.522. Drug 1: CC12CCC3C(C1CCC2O)C(CC4=C3C=CC(=C4)O)CCCCCCCCCS(=O)CCCC(C(F)(F)F)(F)F. (10) Drug 1: C1=CC=C(C(=C1)C(C2=CC=C(C=C2)Cl)C(Cl)Cl)Cl. Drug 2: C1=CN(C=N1)CC(O)(P(=O)(O)O)P(=O)(O)O. Synergy scores: CSS=0.606, Synergy_ZIP=-2.17, Synergy_Bliss=-5.01, Synergy_Loewe=-4.41, Synergy_HSA=-4.85. Cell line: T-47D.